From a dataset of Catalyst prediction with 721,799 reactions and 888 catalyst types from USPTO. Predict which catalyst facilitates the given reaction. (1) Reactant: Cl.[Cl:2][C:3]1[CH:4]=[C:5]2[C:9](=[CH:10][CH:11]=1)[NH:8][CH:7]=[C:6]2[CH2:12][CH2:13][NH2:14].[OH:15][CH2:16][C@H:17]([NH:25][C:26](=[O:30])[C:27](O)=[O:28])[CH2:18][C:19]1[CH:24]=[CH:23][CH:22]=[CH:21][CH:20]=1.CN(C(ON1N=NC2C=CC=NC1=2)=[N+](C)C)C.F[P-](F)(F)(F)(F)F.C(N(CC)C(C)C)(C)C. Product: [Cl:2][C:3]1[CH:4]=[C:5]2[C:9](=[CH:10][CH:11]=1)[NH:8][CH:7]=[C:6]2[CH2:12][CH2:13][NH:14][C:27](=[O:28])[C:26]([NH:25][C@H:17]([CH2:18][C:19]1[CH:20]=[CH:21][CH:22]=[CH:23][CH:24]=1)[CH2:16][OH:15])=[O:30]. The catalyst class is: 3. (2) The catalyst class is: 7. Product: [C:1]1([C:24]2[CH:29]=[CH:28][CH:27]=[CH:26][CH:25]=2)[CH:6]=[CH:5][C:4]([CH:7]([NH:12][C:13]([CH2:14][NH:15][C:16](=[O:17])[O:18][C:19]([CH3:22])([CH3:20])[CH3:21])=[O:23])[CH2:8][C:9](=[O:10])[NH2:32])=[CH:3][CH:2]=1. Reactant: [C:1]1([C:24]2[CH:29]=[CH:28][CH:27]=[CH:26][CH:25]=2)[CH:6]=[CH:5][C:4]([CH:7]([NH:12][C:13](=[O:23])[CH2:14][NH:15][C:16]([O:18][C:19]([CH3:22])([CH3:21])[CH3:20])=[O:17])[CH2:8][C:9](O)=[O:10])=[CH:3][CH:2]=1.C([N:32](CC)CC)C.ClC(OCC)=O.N.